From a dataset of NCI-60 drug combinations with 297,098 pairs across 59 cell lines. Regression. Given two drug SMILES strings and cell line genomic features, predict the synergy score measuring deviation from expected non-interaction effect. (1) Drug 1: C1=CC(=CC=C1CC(C(=O)O)N)N(CCCl)CCCl.Cl. Drug 2: CN(C(=O)NC(C=O)C(C(C(CO)O)O)O)N=O. Cell line: SF-539. Synergy scores: CSS=12.3, Synergy_ZIP=-5.75, Synergy_Bliss=-0.743, Synergy_Loewe=-9.23, Synergy_HSA=-2.14. (2) Synergy scores: CSS=3.10, Synergy_ZIP=-1.52, Synergy_Bliss=0.0732, Synergy_Loewe=-8.77, Synergy_HSA=-1.91. Cell line: MDA-MB-231. Drug 2: CC(C1=C(C=CC(=C1Cl)F)Cl)OC2=C(N=CC(=C2)C3=CN(N=C3)C4CCNCC4)N. Drug 1: CCCS(=O)(=O)NC1=C(C(=C(C=C1)F)C(=O)C2=CNC3=C2C=C(C=N3)C4=CC=C(C=C4)Cl)F. (3) Drug 1: CNC(=O)C1=CC=CC=C1SC2=CC3=C(C=C2)C(=NN3)C=CC4=CC=CC=N4. Drug 2: CC1=C2C(C(=O)C3(C(CC4C(C3C(C(C2(C)C)(CC1OC(=O)C(C(C5=CC=CC=C5)NC(=O)OC(C)(C)C)O)O)OC(=O)C6=CC=CC=C6)(CO4)OC(=O)C)O)C)O. Cell line: K-562. Synergy scores: CSS=68.1, Synergy_ZIP=2.18, Synergy_Bliss=5.27, Synergy_Loewe=1.77, Synergy_HSA=5.87. (4) Drug 2: C(CC(=O)O)C(=O)CN.Cl. Cell line: MCF7. Drug 1: CC1=CC=C(C=C1)C2=CC(=NN2C3=CC=C(C=C3)S(=O)(=O)N)C(F)(F)F. Synergy scores: CSS=1.12, Synergy_ZIP=3.27, Synergy_Bliss=7.12, Synergy_Loewe=1.44, Synergy_HSA=1.78.